From a dataset of Retrosynthesis with 50K atom-mapped reactions and 10 reaction types from USPTO. Predict the reactants needed to synthesize the given product. (1) Given the product CC1(C)C(=O)N(C2C3CC4CC(C3)CC2C4)N1Cc1c(F)cccc1Cl, predict the reactants needed to synthesize it. The reactants are: CC1(C)NN(C2C3CC4CC(C3)CC2C4)C1=O.Fc1cccc(Cl)c1CBr. (2) Given the product CN1CCN(C2=Nc3ccc(Cl)cc3N3CCN=C23)CC1, predict the reactants needed to synthesize it. The reactants are: CN1CCNCC1.ClC1=Nc2ccc(Cl)cc2N2CCN=C12. (3) Given the product COc1cncc(N=Cc2cc3ccccn3n2)c1, predict the reactants needed to synthesize it. The reactants are: COc1cncc(N)c1.O=Cc1cc2ccccn2n1. (4) Given the product COC(=O)COc1ccc(OC/C=C(/c2ccc(F)cc2)c2ccc(C#Cc3ccccn3)cc2)cc1C, predict the reactants needed to synthesize it. The reactants are: C#Cc1ccccn1.COC(=O)COc1ccc(OC/C=C(/c2ccc(F)cc2)c2ccc(I)cc2)cc1C. (5) Given the product COc1cc(C)cc(Oc2ncc(Cl)cc2C(=O)N[C@@H](C)c2ccc(C(=O)OC(C)(C)C)cc2)c1, predict the reactants needed to synthesize it. The reactants are: COc1cc(C)cc(O)c1.C[C@H](NC(=O)c1cc(Cl)cnc1Cl)c1ccc(C(=O)OC(C)(C)C)cc1. (6) Given the product CNC(=O)Oc1cnn(C(C)C)c1, predict the reactants needed to synthesize it. The reactants are: CC(C)n1cc(O)cn1.CN=C=O.